This data is from Catalyst prediction with 721,799 reactions and 888 catalyst types from USPTO. The task is: Predict which catalyst facilitates the given reaction. Reactant: [BH4-].[Li+].[O:3]([C:10]1[CH:32]=[CH:31][C:13]([CH2:14][O:15][CH2:16][C:17]2[CH:22]=[CH:21][C:20]([C:23]3[S:27](=[O:29])(=[O:28])[NH:26][C:25](=[O:30])[CH:24]=3)=[CH:19][CH:18]=2)=[CH:12][CH:11]=1)[C:4]1[CH:9]=[CH:8][CH:7]=[CH:6][CH:5]=1. Product: [O:3]([C:10]1[CH:32]=[CH:31][C:13]([CH2:14][O:15][CH2:16][C:17]2[CH:22]=[CH:21][C:20]([CH:23]3[S:27](=[O:29])(=[O:28])[NH:26][C:25](=[O:30])[CH2:24]3)=[CH:19][CH:18]=2)=[CH:12][CH:11]=1)[C:4]1[CH:5]=[CH:6][CH:7]=[CH:8][CH:9]=1. The catalyst class is: 7.